The task is: Predict the product of the given reaction.. This data is from Forward reaction prediction with 1.9M reactions from USPTO patents (1976-2016). (1) Given the reactants [CH3:1][C:2]1[C:13]2[N:9]([CH:10]=[N:11][C:12]=2[CH3:14])[C:8]2[N:7]=[CH:6][S:5][C:4]=2[N:3]=1.[Br:15]N1C(=O)CCC1=O, predict the reaction product. The product is: [Br:15][C:10]1[N:9]2[C:13]([C:2]([CH3:1])=[N:3][C:4]3[S:5][CH:6]=[N:7][C:8]=32)=[C:12]([CH3:14])[N:11]=1. (2) The product is: [NH2:18][C:14]1[N:15]=[C:16]([CH3:17])[C:11]([CH2:10][C:9]2[CH:25]=[CH:26][C:6]([CH2:5][C:1]#[N:2])=[CH:7][C:8]=2[O:27][CH3:28])=[C:12]([NH:19][CH2:20][CH2:21][CH2:22][CH2:23][CH3:24])[N:13]=1. Given the reactants [C-:1]#[N:2].[K+].Cl[CH2:5][C:6]1[CH:26]=[CH:25][C:9]([CH2:10][C:11]2[C:12]([NH:19][CH2:20][CH2:21][CH2:22][CH2:23][CH3:24])=[N:13][C:14]([NH2:18])=[N:15][C:16]=2[CH3:17])=[C:8]([O:27][CH3:28])[CH:7]=1, predict the reaction product. (3) Given the reactants [H-].[Na+].C(OP([CH2:11][C:12]([O:14][CH2:15][CH3:16])=[O:13])(OCC)=O)C.[CH:17]([CH:19]1[CH2:24][CH2:23][CH2:22][CH2:21][N:20]1[C:25]([O:27][C:28]([CH3:31])([CH3:30])[CH3:29])=[O:26])=O.O, predict the reaction product. The product is: [C:28]([O:27][C:25]([N:20]1[CH2:21][CH2:22][CH2:23][CH2:24][CH:19]1/[CH:17]=[CH:11]/[C:12]([O:14][CH2:15][CH3:16])=[O:13])=[O:26])([CH3:31])([CH3:29])[CH3:30]. (4) Given the reactants [CH2:1]1[C:9]2[C:4](=[CH:5][C:6](/[C:10](=[N:21]/[O:22][CH3:23])/[CH2:11][O:12][C:13]3[CH:18]=[CH:17][C:16]([CH2:19][OH:20])=[CH:15][CH:14]=3)=[CH:7][CH:8]=2)[CH2:3][CH2:2]1.[C:24]([CH:26]([C:32]1[CH:37]=[CH:36][C:35](O)=[CH:34][CH:33]=1)[CH2:27][C:28]([O:30]C)=[O:29])#[N:25], predict the reaction product. The product is: [C:24]([CH:26]([C:32]1[CH:37]=[CH:36][C:35]([O:20][CH2:19][C:16]2[CH:17]=[CH:18][C:13]([O:12][CH2:11]/[C:10](/[C:6]3[CH:5]=[C:4]4[C:9](=[CH:8][CH:7]=3)[CH2:1][CH2:2][CH2:3]4)=[N:21]\[O:22][CH3:23])=[CH:14][CH:15]=2)=[CH:34][CH:33]=1)[CH2:27][C:28]([OH:30])=[O:29])#[N:25]. (5) Given the reactants [F:1][C:2]([F:12])([F:11])[C:3]([C:7]([F:10])([F:9])[F:8])([CH3:6])[CH2:4][OH:5].C(N(CC)CC)C.[CH3:20][S:21](Cl)(=[O:23])=[O:22], predict the reaction product. The product is: [F:1][C:2]([F:11])([F:12])[C:3]([CH3:6])([C:7]([F:9])([F:8])[F:10])[CH2:4][O:5][S:21]([CH3:20])(=[O:23])=[O:22].